This data is from Forward reaction prediction with 1.9M reactions from USPTO patents (1976-2016). The task is: Predict the product of the given reaction. Given the reactants I[Si](C)(C)C.C(OC([NH:16][C:17]1([CH2:29][N:30]2[CH2:35][CH2:34][N:33]([S:36]([C:39]3[CH:48]=[CH:47][C:46]4[C:41](=[CH:42][CH:43]=[C:44]([Cl:49])[CH:45]=4)[CH:40]=3)(=[O:38])=[O:37])[CH2:32][C:31]2=[O:50])[CH2:22][CH2:21][N:20]([C:23]2[CH:28]=[CH:27][N:26]=[CH:25][CH:24]=2)[CH2:19][CH2:18]1)=O)C1C=CC=CC=1.CO.[ClH:53], predict the reaction product. The product is: [ClH:49].[ClH:53].[NH2:16][C:17]1([CH2:29][N:30]2[CH2:35][CH2:34][N:33]([S:36]([C:39]3[CH:48]=[CH:47][C:46]4[C:41](=[CH:42][CH:43]=[C:44]([Cl:49])[CH:45]=4)[CH:40]=3)(=[O:37])=[O:38])[CH2:32][C:31]2=[O:50])[CH2:22][CH2:21][N:20]([C:23]2[CH:24]=[CH:25][N:26]=[CH:27][CH:28]=2)[CH2:19][CH2:18]1.